Dataset: Forward reaction prediction with 1.9M reactions from USPTO patents (1976-2016). Task: Predict the product of the given reaction. (1) The product is: [ClH:48].[NH:14]1[C:15]2[C:11](=[CH:10][C:9]([NH:8][C:25]3[CH:30]=[CH:29][N:28]=[C:27]([C:31]4[CH:32]=[C:33]([NH:37][C:38]([N:40]5[CH2:41][CH2:42][O:43][CH2:44][CH2:45]5)=[O:39])[CH:34]=[CH:35][CH:36]=4)[N:26]=3)=[CH:17][CH:16]=2)[CH:12]=[N:13]1. Given the reactants C(OC([N:8]([C:25]1[CH:30]=[CH:29][N:28]=[C:27]([C:31]2[CH:36]=[CH:35][CH:34]=[C:33]([NH:37][C:38]([N:40]3[CH2:45][CH2:44][O:43][CH2:42][CH2:41]3)=[O:39])[CH:32]=2)[N:26]=1)[C:9]1[CH:10]=[C:11]2[C:15](=[CH:16][CH:17]=1)[N:14](C(OC(C)(C)C)=O)[N:13]=[CH:12]2)=O)(C)(C)C.CO.[ClH:48], predict the reaction product. (2) Given the reactants [F:1][C:2]1[CH:3]=[C:4]([CH:7]=[C:8]([N:10]2[CH2:16][CH2:15][CH2:14][C:13]3[O:17][C:18]([C:20]4[CH:25]=[CH:24]C=C[N:21]=4)=[N:19][C:12]=3[CH2:11]2)[CH:9]=1)C#N.[N:26]1C=CC=C[C:27]=1C(O)=O.BrC1C=C(C=C(F)C=1)C#N, predict the reaction product. The product is: [F:1][C:2]1[CH:9]=[C:8]([N:10]2[CH2:16][CH2:15][CH2:14][C:13]3[O:17][C:18]([C:20]4[CH:25]=[CH:24][N:26]=[CH:27][N:21]=4)=[N:19][C:12]=3[CH2:11]2)[CH:7]=[CH:4][CH:3]=1.